Dataset: Reaction yield outcomes from USPTO patents with 853,638 reactions. Task: Predict the reaction yield, written as a fraction of the theoretical maximum amount of product (1.0 means a 100% yield; for example, 0.34 means a 34% yield). The reactants are [CH2:1]([O:3][C:4]1[CH:9]=[CH:8][CH:7]=[CH:6][C:5]=1B(O)O)[CH3:2].[F-].[K+].[N+:15]([C:18]1[CH:23]=[C:22]([N+:24]([O-:26])=[O:25])[CH:21]=[CH:20][C:19]=1Br)([O-:17])=[O:16].C(P(C(C)(C)C)C(C)(C)C)(C)(C)C. The product is [CH2:1]([O:3][C:4]1[CH:9]=[CH:8][CH:7]=[CH:6][C:5]=1[C:19]1[CH:20]=[CH:21][C:22]([N+:24]([O-:26])=[O:25])=[CH:23][C:18]=1[N+:15]([O-:17])=[O:16])[CH3:2]. The yield is 0.820. The catalyst is C1COCC1.C1C=CC(/C=C/C(/C=C/C2C=CC=CC=2)=O)=CC=1.C1C=CC(/C=C/C(/C=C/C2C=CC=CC=2)=O)=CC=1.C1C=CC(/C=C/C(/C=C/C2C=CC=CC=2)=O)=CC=1.[Pd].[Pd].